Dataset: Forward reaction prediction with 1.9M reactions from USPTO patents (1976-2016). Task: Predict the product of the given reaction. (1) Given the reactants [CH2:1]([O:8][C:9]1[CH:10]=[C:11]2[C:15](=[CH:16][CH:17]=1)[NH:14][C:13]([C:18]([O:20][CH2:21][CH3:22])=[O:19])=[CH:12]2)[C:2]1[CH:7]=[CH:6][CH:5]=[CH:4][CH:3]=1.[C:23]([O:27][C:28]([N:30]1[CH2:34][C@@H:33]([CH3:35])OS1(=O)=O)=[O:29])([CH3:26])([CH3:25])[CH3:24].CC(C)([O-])C.[K+], predict the reaction product. The product is: [CH2:21]([O:20][C:18]([C:13]1[N:14]([C@@H:33]([CH3:35])[CH2:34][NH:30][C:28]([O:27][C:23]([CH3:26])([CH3:25])[CH3:24])=[O:29])[C:15]2[C:11]([CH:12]=1)=[CH:10][C:9]([O:8][CH2:1][C:2]1[CH:3]=[CH:4][CH:5]=[CH:6][CH:7]=1)=[CH:17][CH:16]=2)=[O:19])[CH3:22]. (2) Given the reactants [CH3:1][C:2]1([CH3:21])[CH2:6][O:5][C:4](=[O:7])[CH:3]1[O:8][C:9]1[CH:16]=[CH:15][C:12]([C:13]#[N:14])=[C:11]([C:17]([F:20])([F:19])[F:18])[CH:10]=1.[CH3:22][O:23][C:24]1[CH:31]=[C:30]([O:32][CH3:33])[CH:29]=[CH:28][C:25]=1[CH2:26][NH2:27], predict the reaction product. The product is: [C:13]([C:12]1[CH:15]=[CH:16][C:9]([O:8][CH:3]([C:2]([CH3:1])([CH3:21])[CH2:6][OH:5])[C:4]([NH:27][CH2:26][C:25]2[CH:28]=[CH:29][C:30]([O:32][CH3:33])=[CH:31][C:24]=2[O:23][CH3:22])=[O:7])=[CH:10][C:11]=1[C:17]([F:20])([F:19])[F:18])#[N:14]. (3) The product is: [NH3:1].[CH2:43]([O:50][C:51]1[CH:56]=[CH:55][C:54]([C@@H:57]([O:60][Si:61]([C:64]([CH3:65])([CH3:67])[CH3:66])([CH3:63])[CH3:62])[CH2:58][NH:1][CH2:2][CH2:3][CH2:4][CH2:5][CH2:6][CH2:7][CH2:8][CH2:9][CH2:10][N:11]2[CH2:12][CH2:13][CH:14]([N:17]([C:21]3[CH:26]=[CH:25][C:24]([F:27])=[CH:23][C:22]=3[C:28]3[CH:33]=[CH:32][C:31]([O:34][CH2:35][C:36]4[CH:41]=[CH:40][CH:39]=[CH:38][CH:37]=4)=[C:30]([Cl:42])[CH:29]=3)[C:18](=[O:19])[O-:20])[CH2:15][CH2:16]2)=[CH:53][C:52]=1[NH:68][S:69]([CH3:72])(=[O:70])=[O:71])[C:44]1[CH:49]=[CH:48][CH:47]=[CH:46][CH:45]=1. Given the reactants [NH2:1][CH2:2][CH2:3][CH2:4][CH2:5][CH2:6][CH2:7][CH2:8][CH2:9][CH2:10][N:11]1[CH2:16][CH2:15][CH:14]([N:17]([C:21]2[CH:26]=[CH:25][C:24]([F:27])=[CH:23][C:22]=2[C:28]2[CH:33]=[CH:32][C:31]([O:34][CH2:35][C:36]3[CH:41]=[CH:40][CH:39]=[CH:38][CH:37]=3)=[C:30]([Cl:42])[CH:29]=2)[C:18](=[O:20])[O-:19])[CH2:13][CH2:12]1.[CH2:43]([O:50][C:51]1[CH:56]=[CH:55][C:54]([C@@H:57]([O:60][Si:61]([C:64]([CH3:67])([CH3:66])[CH3:65])([CH3:63])[CH3:62])[CH2:58]Br)=[CH:53][C:52]=1[NH:68][S:69]([CH3:72])(=[O:71])=[O:70])[C:44]1[CH:49]=[CH:48][CH:47]=[CH:46][CH:45]=1.C(=O)([O-])O.[Na+].C(#N)C, predict the reaction product. (4) Given the reactants [NH2:1][C:2]1[CH:7]=[CH:6][C:5]([CH2:8][C:9]([O:11][CH2:12][CH3:13])=[O:10])=[CH:4][CH:3]=1.Cl[C:15]1[N:20]=[CH:19][C:18]([C:21]2[CH:26]=[CH:25][C:24]([O:27][CH:28]([F:30])[F:29])=[CH:23][CH:22]=2)=[CH:17][N:16]=1.CC1C=CC(S(O)(=O)=O)=CC=1.Cl, predict the reaction product. The product is: [F:30][CH:28]([F:29])[O:27][C:24]1[CH:23]=[CH:22][C:21]([C:18]2[CH:19]=[N:20][C:15]([NH:1][C:2]3[CH:3]=[CH:4][C:5]([CH2:8][C:9]([O:11][CH2:12][CH3:13])=[O:10])=[CH:6][CH:7]=3)=[N:16][CH:17]=2)=[CH:26][CH:25]=1. (5) Given the reactants O[CH2:2][CH2:3][C:4]1[N:5]=[C:6]([C:27]2[CH:32]=[CH:31][C:30]([O:33][CH3:34])=[CH:29][CH:28]=2)[S:7][C:8]=1[C:9]([NH:11][C:12]1[CH:17]=[CH:16][C:15]([O:18][C:19](=[O:24])[C:20]([CH3:23])([CH3:22])[CH3:21])=[C:14]([O:25][CH3:26])[CH:13]=1)=[O:10].CCN(CC)CC.CS(Cl)(=O)=O.[H-].[Na+].Cl, predict the reaction product. The product is: [CH3:26][O:25][C:14]1[CH:13]=[C:12]([N:11]2[CH2:2][CH2:3][C:4]3[N:5]=[C:6]([C:27]4[CH:32]=[CH:31][C:30]([O:33][CH3:34])=[CH:29][CH:28]=4)[S:7][C:8]=3[C:9]2=[O:10])[CH:17]=[CH:16][C:15]=1[O:18][C:19](=[O:24])[C:20]([CH3:22])([CH3:21])[CH3:23]. (6) Given the reactants [OH:1][CH2:2][C:3]([OH:5])=O.CCN(CC)CC.C(OC(Cl)=O)C(C)C.[C:21]([O:25][C:26]([N:28]1[CH2:33][CH2:32][CH:31]([C:34](=[NH:37])[NH:35]O)[CH2:30][CH2:29]1)=[O:27])([CH3:24])([CH3:23])[CH3:22].[OH-].[Na+], predict the reaction product. The product is: [C:21]([O:25][C:26]([N:28]1[CH2:33][CH2:32][CH:31]([C:34]2[N:37]=[C:3]([CH2:2][OH:1])[O:5][N:35]=2)[CH2:30][CH2:29]1)=[O:27])([CH3:24])([CH3:22])[CH3:23]. (7) The product is: [Br:1][C:2]1[CH:7]=[C:6]([C:8]2[CH:13]=[CH:12][CH:11]=[CH:10][CH:9]=2)[C:5]([C:14]([O:16][CH3:21])=[O:15])=[CH:4][CH:3]=1. Given the reactants [Br:1][C:2]1[CH:7]=[C:6]([C:8]2[CH:13]=[CH:12][CH:11]=[CH:10][CH:9]=2)[C:5]([C:14]([OH:16])=[O:15])=[CH:4][CH:3]=1.O=S(Cl)Cl.[CH3:21]O, predict the reaction product. (8) The product is: [F:1][C:2]1[C:3]([C:15]([F:16])([F:17])[F:18])=[CH:4][C:5]([N+:12]([O-:14])=[O:13])=[C:6]([NH2:8])[CH:7]=1. Given the reactants [F:1][C:2]1[C:3]([C:15]([F:18])([F:17])[F:16])=[CH:4][C:5]([N+:12]([O-:14])=[O:13])=[C:6]([NH:8]C(=O)C)[CH:7]=1.C([O-])(O)=O.[Na+], predict the reaction product.